Dataset: NCI-60 drug combinations with 297,098 pairs across 59 cell lines. Task: Regression. Given two drug SMILES strings and cell line genomic features, predict the synergy score measuring deviation from expected non-interaction effect. (1) Drug 2: C1=CN(C(=O)N=C1N)C2C(C(C(O2)CO)O)O.Cl. Synergy scores: CSS=0.793, Synergy_ZIP=0.713, Synergy_Bliss=3.16, Synergy_Loewe=-1.38, Synergy_HSA=0.549. Drug 1: CCCS(=O)(=O)NC1=C(C(=C(C=C1)F)C(=O)C2=CNC3=C2C=C(C=N3)C4=CC=C(C=C4)Cl)F. Cell line: OVCAR-4. (2) Drug 1: C1=CN(C(=O)N=C1N)C2C(C(C(O2)CO)O)O.Cl. Drug 2: CCC1(CC2CC(C3=C(CCN(C2)C1)C4=CC=CC=C4N3)(C5=C(C=C6C(=C5)C78CCN9C7C(C=CC9)(C(C(C8N6C=O)(C(=O)OC)O)OC(=O)C)CC)OC)C(=O)OC)O.OS(=O)(=O)O. Cell line: SR. Synergy scores: CSS=63.9, Synergy_ZIP=-1.12, Synergy_Bliss=-0.163, Synergy_Loewe=-0.995, Synergy_HSA=1.96. (3) Drug 1: CC1=C2C(C(=O)C3(C(CC4C(C3C(C(C2(C)C)(CC1OC(=O)C(C(C5=CC=CC=C5)NC(=O)OC(C)(C)C)O)O)OC(=O)C6=CC=CC=C6)(CO4)OC(=O)C)OC)C)OC. Drug 2: C1CN(P(=O)(OC1)NCCCl)CCCl. Cell line: NCIH23. Synergy scores: CSS=43.7, Synergy_ZIP=-2.11, Synergy_Bliss=-3.96, Synergy_Loewe=-52.6, Synergy_HSA=-4.05. (4) Drug 1: CC(C)(C1=NC(=CC=C1)N2C3=NC(=NC=C3C(=O)N2CC=C)NC4=CC=C(C=C4)N5CCN(CC5)C)O. Synergy scores: CSS=62.5, Synergy_ZIP=21.7, Synergy_Bliss=22.1, Synergy_Loewe=20.9, Synergy_HSA=24.4. Cell line: HCT116. Drug 2: CN1C=C(C=N1)C2=C3N=C(C(=C(N3N=C2)N)Br)C4CCCNC4. (5) Drug 1: CCCS(=O)(=O)NC1=C(C(=C(C=C1)F)C(=O)C2=CNC3=C2C=C(C=N3)C4=CC=C(C=C4)Cl)F. Drug 2: C1C(C(OC1N2C=NC3=C2NC=NCC3O)CO)O. Cell line: A549. Synergy scores: CSS=2.49, Synergy_ZIP=-1.13, Synergy_Bliss=-0.725, Synergy_Loewe=-5.32, Synergy_HSA=-2.41. (6) Synergy scores: CSS=25.5, Synergy_ZIP=0.781, Synergy_Bliss=1.37, Synergy_Loewe=-23.6, Synergy_HSA=0.801. Cell line: SK-OV-3. Drug 1: CN(C)C1=NC(=NC(=N1)N(C)C)N(C)C. Drug 2: CCC1=C2CN3C(=CC4=C(C3=O)COC(=O)C4(CC)O)C2=NC5=C1C=C(C=C5)O. (7) Drug 1: CN1C(=O)N2C=NC(=C2N=N1)C(=O)N. Drug 2: CC(C)CN1C=NC2=C1C3=CC=CC=C3N=C2N. Cell line: A549. Synergy scores: CSS=1.36, Synergy_ZIP=-0.487, Synergy_Bliss=-0.762, Synergy_Loewe=-0.699, Synergy_HSA=-1.66.